This data is from Catalyst prediction with 721,799 reactions and 888 catalyst types from USPTO. The task is: Predict which catalyst facilitates the given reaction. (1) Reactant: Br[C:2]1[CH:7]=[CH:6][C:5]([F:8])=[CH:4][C:3]=1[F:9].C([Li])CCC.C([O:17][C:18]([CH:20]([N:22]1[C:30]2[C:25](=[CH:26][CH:27]=[CH:28][CH:29]=2)[CH:24]=[CH:23]1)[CH3:21])=O)C.[Cl-].[NH4+]. Product: [F:9][C:3]1[CH:4]=[C:5]([F:8])[CH:6]=[CH:7][C:2]=1[C:18]([CH:20]([N:22]1[C:30]2[C:25](=[CH:26][CH:27]=[CH:28][CH:29]=2)[CH:24]=[CH:23]1)[CH3:21])=[O:17]. The catalyst class is: 30. (2) Reactant: [Cl:1][C:2]1[CH:3]=[CH:4][C:5]([O:22][CH3:23])=[C:6]([CH:8]2[CH2:13][CH2:12][N:11]([C:14]3([C:20]#N)[CH2:19][CH2:18][CH2:17][CH2:16][CH2:15]3)[CH2:10][CH2:9]2)[CH:7]=1.C[Mg]Br.C(OCCCC)CCC. Product: [Cl:1][C:2]1[CH:3]=[CH:4][C:5]([O:22][CH3:23])=[C:6]([CH:8]2[CH2:9][CH2:10][N:11]([C:14]3([CH3:20])[CH2:15][CH2:16][CH2:17][CH2:18][CH2:19]3)[CH2:12][CH2:13]2)[CH:7]=1. The catalyst class is: 7. (3) Reactant: [F:1][C:2]1[C:3]([C:17]([O:19]CC)=[O:18])=[N:4][O:5][C:6]=1[C:7]1[CH:12]=[CH:11][C:10]([C:13]([F:16])([F:15])[F:14])=[CH:9][CH:8]=1.[OH-].[Li+].Cl. Product: [F:1][C:2]1[C:3]([C:17]([OH:19])=[O:18])=[N:4][O:5][C:6]=1[C:7]1[CH:12]=[CH:11][C:10]([C:13]([F:14])([F:16])[F:15])=[CH:9][CH:8]=1. The catalyst class is: 30. (4) Reactant: [N:1]1[CH:6]=[CH:5][CH:4]=[CH:3][C:2]=1[CH2:7][O:8][C:9]1[CH:10]=[C:11]2[C:15](=[CH:16][CH:17]=1)[N:14]([CH2:18][C:19]1[CH:24]=[CH:23][C:22]([C:25]3[CH:26]=[CH:27][C:28]([O:31][CH3:32])=[N:29][CH:30]=3)=[CH:21][CH:20]=1)[C:13]([CH2:33][C:34]([CH3:39])([CH3:38])[C:35]([OH:37])=[O:36])=[C:12]2[S:40][C:41]([CH3:44])([CH3:43])[CH3:42].[OH-].[Na+:46]. Product: [N:1]1[CH:6]=[CH:5][CH:4]=[CH:3][C:2]=1[CH2:7][O:8][C:9]1[CH:10]=[C:11]2[C:15](=[CH:16][CH:17]=1)[N:14]([CH2:18][C:19]1[CH:20]=[CH:21][C:22]([C:25]3[CH:26]=[CH:27][C:28]([O:31][CH3:32])=[N:29][CH:30]=3)=[CH:23][CH:24]=1)[C:13]([CH2:33][C:34]([CH3:39])([CH3:38])[C:35]([O-:37])=[O:36])=[C:12]2[S:40][C:41]([CH3:44])([CH3:43])[CH3:42].[Na+:46]. The catalyst class is: 14. (5) The catalyst class is: 109. Reactant: Br[C:2]1[C:7]([CH3:8])=[CH:6][C:5]([Br:9])=[CH:4][N:3]=1.[CH3:10][O:11][C:12]1[CH:17]=[C:16]([O:18][C:19]([F:22])([F:21])[F:20])[CH:15]=[CH:14][C:13]=1B(O)O.O. Product: [Br:9][C:5]1[CH:6]=[C:7]([CH3:8])[C:2]([C:13]2[CH:14]=[CH:15][C:16]([O:18][C:19]([F:21])([F:22])[F:20])=[CH:17][C:12]=2[O:11][CH3:10])=[N:3][CH:4]=1. (6) Reactant: [Cl:1][C:2]1[C:3]([N:23]2C(=O)C3C(=CC=CC=3)C2=O)=[CH:4][C:5]([S:9]([N:12]2[C:18]3[CH:19]=[CH:20][CH:21]=[CH:22][C:17]=3[CH2:16][CH2:15][CH2:14][CH2:13]2)(=[O:11])=[O:10])=[C:6]([OH:8])[CH:7]=1.O.NN. Product: [NH2:23][C:3]1[C:2]([Cl:1])=[CH:7][C:6]([OH:8])=[C:5]([S:9]([N:12]2[C:18]3[CH:19]=[CH:20][CH:21]=[CH:22][C:17]=3[CH2:16][CH2:15][CH2:14][CH2:13]2)(=[O:11])=[O:10])[CH:4]=1. The catalyst class is: 54. (7) Reactant: [Br:1][C:2]1[C:10]2[C:9]([C:11](O)=[O:12])=[CH:8][C:7]([C:14]3[CH:19]=[CH:18][C:17]([CH2:20][N:21]4[CH2:26][CH2:25][O:24][CH2:23][CH2:22]4)=[CH:16][CH:15]=3)=[N:6][C:5]=2[N:4]([CH:27]([CH3:29])[CH3:28])[N:3]=1.[NH2:30][CH2:31][C:32]1[C:33](=[O:40])[NH:34][C:35]([CH3:39])=[CH:36][C:37]=1[CH3:38].C1CN([P+](ON2N=NC3C=CC=CC2=3)(N2CCCC2)N2CCCC2)CC1.F[P-](F)(F)(F)(F)F. Product: [Br:1][C:2]1[C:10]2[C:9]([C:11]([NH:30][CH2:31][C:32]3[C:33](=[O:40])[NH:34][C:35]([CH3:39])=[CH:36][C:37]=3[CH3:38])=[O:12])=[CH:8][C:7]([C:14]3[CH:15]=[CH:16][C:17]([CH2:20][N:21]4[CH2:22][CH2:23][O:24][CH2:25][CH2:26]4)=[CH:18][CH:19]=3)=[N:6][C:5]=2[N:4]([CH:27]([CH3:29])[CH3:28])[N:3]=1. The catalyst class is: 16. (8) Reactant: [CH2:1]([O:8][CH:9]1[C:13]([CH2:16][O:17][CH2:18][C:19]2[CH:24]=[CH:23][CH:22]=[CH:21][CH:20]=2)([CH2:14][OH:15])[O:12][CH:11]([O:25][CH3:26])[CH:10]1[OH:27])[C:2]1[CH:7]=[CH:6][CH:5]=[CH:4][CH:3]=1.O[N:29]1[C:33](=[O:34])[C:32]2=[CH:35][CH:36]=[CH:37][CH:38]=[C:31]2[C:30]1=[O:39].C1(P(C2C=CC=CC=2)C2C=CC=CC=2)C=CC=CC=1.N(C(OCC)=O)=NC(OCC)=O. Product: [CH2:1]([O:8][CH:9]1[CH:10]([OH:27])[CH:11]([O:25][CH3:26])[O:12][C:13]1([CH2:14][O:15][N:29]1[C:33](=[O:34])[C:32]2[C:31](=[CH:38][CH:37]=[CH:36][CH:35]=2)[C:30]1=[O:39])[CH2:16][O:17][CH2:18][C:19]1[CH:24]=[CH:23][CH:22]=[CH:21][CH:20]=1)[C:2]1[CH:7]=[CH:6][CH:5]=[CH:4][CH:3]=1. The catalyst class is: 7. (9) Reactant: Br[CH2:2][C:3]1[CH:8]=[CH:7][C:6]([CH2:9][CH2:10][N:11]2[CH:16]=[CH:15][C:14]([O:17][CH2:18][C:19]3[CH:24]=[CH:23][CH:22]=[C:21]([F:25])[CH:20]=3)=[CH:13][C:12]2=[O:26])=[CH:5][CH:4]=1.[NH:27]1[CH2:31][CH2:30][CH2:29][CH2:28]1. Product: [F:25][C:21]1[CH:20]=[C:19]([CH:24]=[CH:23][CH:22]=1)[CH2:18][O:17][C:14]1[CH:15]=[CH:16][N:11]([CH2:10][CH2:9][C:6]2[CH:7]=[CH:8][C:3]([CH2:2][N:27]3[CH2:31][CH2:30][CH2:29][CH2:28]3)=[CH:4][CH:5]=2)[C:12](=[O:26])[CH:13]=1. The catalyst class is: 3. (10) Reactant: [N+:1]([C:4]1[CH:12]=[CH:11][CH:10]=[C:9]2[C:5]=1[CH2:6][NH:7][C:8]2=[O:13])([O-])=O. Product: [NH2:1][C:4]1[CH:12]=[CH:11][CH:10]=[C:9]2[C:5]=1[CH2:6][NH:7][C:8]2=[O:13]. The catalyst class is: 19.